From a dataset of hERG Central: cardiac toxicity at 1µM, 10µM, and general inhibition. Predict hERG channel inhibition at various concentrations. The molecule is Cc1c(Br)c([N+](=O)[O-])nn1CC(=O)N1CCN(Cc2ccccc2)CC1. Results: hERG_inhib (hERG inhibition (general)): blocker.